This data is from Peptide-MHC class I binding affinity with 185,985 pairs from IEDB/IMGT. The task is: Regression. Given a peptide amino acid sequence and an MHC pseudo amino acid sequence, predict their binding affinity value. This is MHC class I binding data. (1) The peptide sequence is SVFALLPPQ. The MHC is HLA-A02:01 with pseudo-sequence HLA-A02:01. The binding affinity (normalized) is 0.0847. (2) The peptide sequence is LFLDIECHF. The MHC is HLA-A30:01 with pseudo-sequence HLA-A30:01. The binding affinity (normalized) is 0.728. (3) The peptide sequence is AVKAGACML. The MHC is HLA-B35:01 with pseudo-sequence HLA-B35:01. The binding affinity (normalized) is 0.0847. (4) The peptide sequence is TINKEEALQR. The MHC is HLA-A03:02 with pseudo-sequence HLA-A03:02. The binding affinity (normalized) is 0.0472.